From a dataset of NCI-60 drug combinations with 297,098 pairs across 59 cell lines. Regression. Given two drug SMILES strings and cell line genomic features, predict the synergy score measuring deviation from expected non-interaction effect. Drug 1: CC1=C(C=C(C=C1)NC(=O)C2=CC=C(C=C2)CN3CCN(CC3)C)NC4=NC=CC(=N4)C5=CN=CC=C5. Drug 2: CC1=C(C(=O)C2=C(C1=O)N3CC4C(C3(C2COC(=O)N)OC)N4)N. Cell line: TK-10. Synergy scores: CSS=-1.90, Synergy_ZIP=-1.22, Synergy_Bliss=-2.83, Synergy_Loewe=-18.9, Synergy_HSA=-8.20.